From a dataset of Forward reaction prediction with 1.9M reactions from USPTO patents (1976-2016). Predict the product of the given reaction. (1) Given the reactants CN(C)[CH:3]=[CH:4][C:5]([C:7]1[C:12](=[O:13])[C:11]([O:14][CH3:15])=[CH:10][N:9]([C:16]2[CH:21]=[CH:20][C:19]([N:22]3[CH:26]=[CH:25][CH:24]=[N:23]3)=[CH:18][C:17]=2[O:27][CH3:28])[N:8]=1)=O.[F:30][C:31]([F:41])([F:40])[C:32]1[CH:33]=[C:34]([NH:38][NH2:39])[CH:35]=[CH:36][CH:37]=1.FC(F)(F)C(O)=O, predict the reaction product. The product is: [CH3:15][O:14][C:11]1[C:12](=[O:13])[C:7]([C:5]2[N:38]([C:34]3[CH:35]=[CH:36][CH:37]=[C:32]([C:31]([F:40])([F:41])[F:30])[CH:33]=3)[N:39]=[CH:3][CH:4]=2)=[N:8][N:9]([C:16]2[CH:21]=[CH:20][C:19]([N:22]3[CH:26]=[CH:25][CH:24]=[N:23]3)=[CH:18][C:17]=2[O:27][CH3:28])[CH:10]=1. (2) Given the reactants [Br:1][C:2]1[C:3]([F:17])=[CH:4][C:5]([F:16])=[C:6]([C@:8]2([CH3:15])[CH2:13][CH2:12][S:11][C:10]([NH2:14])=[N:9]2)[CH:7]=1.C(=O)(O)[O-].[Na+].[C:23]([O:27][C:28](O[C:28]([O:27][C:23]([CH3:26])([CH3:25])[CH3:24])=[O:29])=[O:29])([CH3:26])([CH3:25])[CH3:24], predict the reaction product. The product is: [Br:1][C:2]1[C:3]([F:17])=[CH:4][C:5]([F:16])=[C:6]([C@:8]2([CH3:15])[CH2:13][CH2:12][S:11][C:10]([NH:14][C:28](=[O:29])[O:27][C:23]([CH3:26])([CH3:25])[CH3:24])=[N:9]2)[CH:7]=1. (3) Given the reactants [Br-].[CH3:2][O:3][C:4]1[CH:30]=[CH:29][C:7]([CH2:8][CH2:9][P+](C2C=CC=CC=2)(C2C=CC=CC=2)C2C=CC=CC=2)=[CH:6][CH:5]=1.[Li]CCCC.[CH:36](=O)[CH2:37][CH2:38]/[CH:39]=[CH:40]/[CH2:41][CH2:42][CH2:43][CH2:44][CH3:45], predict the reaction product. The product is: [CH2:8]([C:7]1[CH:6]=[CH:5][C:4]([O:3][CH3:2])=[CH:30][CH:29]=1)[CH:9]=[CH:36][CH2:37][CH2:38]/[CH:39]=[CH:40]/[CH2:41][CH2:42][CH2:43][CH2:44][CH3:45]. (4) Given the reactants Cl[C:2]1[CH:3]=[CH:4][N:5]2[C:10]([C:11]=1[CH3:12])=[C:9]([CH:13]1[CH2:15][CH2:14]1)[CH:8]=[C:7]([C:16]([O:18][CH3:19])=[O:17])[C:6]2=[O:20].[CH3:21][O:22][C:23]1[CH:28]=[C:27](B2OC(C)(C)C(C)(C)O2)[CH:26]=[CH:25][C:24]=1[OH:38], predict the reaction product. The product is: [OH:38][C:24]1[CH:25]=[CH:26][C:27]([C:2]2[CH:3]=[CH:4][N:5]3[C:10]([C:11]=2[CH3:12])=[C:9]([CH:13]2[CH2:15][CH2:14]2)[CH:8]=[C:7]([C:16]([O:18][CH3:19])=[O:17])[C:6]3=[O:20])=[CH:28][C:23]=1[O:22][CH3:21]. (5) Given the reactants [F:1][C:2]1[CH:11]=[C:10]([N+:12]([O-])=O)[CH:9]=[CH:8][C:3]=1[C:4]([O:6][CH3:7])=[O:5], predict the reaction product. The product is: [NH2:12][C:10]1[CH:9]=[CH:8][C:3]([C:4]([O:6][CH3:7])=[O:5])=[C:2]([F:1])[CH:11]=1.